From a dataset of HIV replication inhibition screening data with 41,000+ compounds from the AIDS Antiviral Screen. Binary Classification. Given a drug SMILES string, predict its activity (active/inactive) in a high-throughput screening assay against a specified biological target. (1) The compound is CCCCCCCCOC1OC(COC(C)=O)C(OC(C)=O)C(OC(C)=O)C1OC(C)=O. The result is 0 (inactive). (2) The compound is CCN(CC)C1C2=C(CCCC2)OS(=O)(=O)C1c1ccccc1. The result is 0 (inactive).